Dataset: Retrosynthesis with 50K atom-mapped reactions and 10 reaction types from USPTO. Task: Predict the reactants needed to synthesize the given product. (1) Given the product Cc1cc2c(cc1C(=O)N1CCc3cc(Cl)ccc31)[nH]c(=O)c1cnc([C@H]3CC[C@H](C(=O)O)CC3)n12, predict the reactants needed to synthesize it. The reactants are: Cc1cc2c(cc1C(=O)N1CCc3cc(Cl)ccc31)[nH]c(=O)c1cnc([C@H]3CC[C@H](C(=O)OCc4ccccc4)CC3)n12. (2) The reactants are: CC(C)(C)OC(=O)N1CCC(CNC(=O)C2Cc3cnc4cccc(n34)S2)CC1. Given the product O=C(NCC1CCNCC1)C1Cc2cnc3cccc(n23)S1, predict the reactants needed to synthesize it. (3) Given the product COc1cccc(Oc2ccc3c(-c4cccnc4)csc3c2)c1, predict the reactants needed to synthesize it. The reactants are: COc1cccc(B(O)O)c1.Oc1ccc2c(-c3cccnc3)csc2c1. (4) Given the product O=C(NC1=NC2(c3ccccc3F)CN(c3ncc(F)cn3)CC2CS1)c1ccccc1, predict the reactants needed to synthesize it. The reactants are: Fc1cnc(Cl)nc1.O=C(NC1=NC2(c3ccccc3F)CNCC2CS1)c1ccccc1. (5) Given the product O=C(Cc1nc(N2CCOCC2)cc(=O)[nH]1)Nc1cc(Cl)c(F)c(Cl)c1, predict the reactants needed to synthesize it. The reactants are: Nc1cc(Cl)c(F)c(Cl)c1.O=C([O-])Cc1nc(N2CCOCC2)cc(=O)[nH]1. (6) Given the product CCNC(=O)Nc1ccc(-c2nc3c(c(N4CCOCC4)n2)CCN(C(=O)C(C)(C)C)C3)cc1, predict the reactants needed to synthesize it. The reactants are: CC(C)(C)C(=O)Cl.CCNC(=O)Nc1ccc(-c2nc3c(c(N4CCOCC4)n2)CCNC3)cc1.